From a dataset of Full USPTO retrosynthesis dataset with 1.9M reactions from patents (1976-2016). Predict the reactants needed to synthesize the given product. Given the product [F:3][C:4]1[CH:5]=[CH:6][C:7]([CH:10]([OH:32])[CH:11]([CH2:17][C:18]2[CH:23]=[CH:22][C:21]([CH3:24])=[C:20]([O:25][C:26]([F:31])([F:30])[CH:27]([F:29])[F:28])[CH:19]=2)[C:12]([O:14][CH2:15][CH3:16])=[O:13])=[CH:8][CH:9]=1, predict the reactants needed to synthesize it. The reactants are: [BH4-].[Na+].[F:3][C:4]1[CH:9]=[CH:8][C:7]([C:10](=[O:32])[CH:11]([CH2:17][C:18]2[CH:23]=[CH:22][C:21]([CH3:24])=[C:20]([O:25][C:26]([F:31])([F:30])[CH:27]([F:29])[F:28])[CH:19]=2)[C:12]([O:14][CH2:15][CH3:16])=[O:13])=[CH:6][CH:5]=1.Cl.O.